This data is from CYP2C19 inhibition data for predicting drug metabolism from PubChem BioAssay. The task is: Regression/Classification. Given a drug SMILES string, predict its absorption, distribution, metabolism, or excretion properties. Task type varies by dataset: regression for continuous measurements (e.g., permeability, clearance, half-life) or binary classification for categorical outcomes (e.g., BBB penetration, CYP inhibition). Dataset: cyp2c19_veith. (1) The drug is CCOC(=O)c1ccccc1Oc1c(F)c(F)nc(NCCO)c1F. The result is 1 (inhibitor). (2) The molecule is COc1ccccc1CC(=O)O/N=C(\N)Cc1cccc2ccccc12. The result is 1 (inhibitor). (3) The molecule is COc1ncc2nc(-c3ccccc3)c(=O)n(C[C@H]3CCCO3)c2n1. The result is 0 (non-inhibitor). (4) The molecule is CCN1CCc2nc(N)oc2CC1. The result is 0 (non-inhibitor). (5) The drug is CC(C)C(=O)Nc1cc2c(cc1C(=O)c1ccccc1)OCCO2. The result is 0 (non-inhibitor). (6) The compound is NC(=O)C1CCN(c2ccc(C(F)(F)F)cc2[N+](=O)[O-])CC1. The result is 1 (inhibitor).